From a dataset of Catalyst prediction with 721,799 reactions and 888 catalyst types from USPTO. Predict which catalyst facilitates the given reaction. (1) Reactant: C(O[C:4]([C:6]1[CH:10]=[C:9]([C:11]2[C:19]3[C:14](=[N:15][CH:16]=[CH:17][CH:18]=3)[NH:13][N:12]=2)[NH:8][CH:7]=1)=[O:5])C.S(Cl)(Cl)=O.Cl.[NH2:25][CH2:26][C:27]([NH2:29])=[O:28]. Product: [C:27]([CH2:26][NH:25][C:4]([C:6]1[CH:10]=[C:9]([C:11]2[C:19]3[C:14](=[N:15][CH:16]=[CH:17][CH:18]=3)[NH:13][N:12]=2)[NH:8][CH:7]=1)=[O:5])(=[O:28])[NH2:29]. The catalyst class is: 6. (2) The catalyst class is: 5. Product: [OH:1][NH:2][C:6](=[O:5])[CH2:7][CH2:8][CH2:9][CH2:10][CH2:11][CH2:12][N:13]([C:20]1[CH:25]=[C:24]([C:26]2[CH:27]=[CH:28][C:29]([NH2:35])=[CH:30][CH:31]=2)[CH:23]=[CH:22][N:21]=1)[C:14]1[CH:19]=[CH:18][CH:17]=[CH:16][N:15]=1. Reactant: [OH:1][NH2:2].C([O:5][C:6](=O)[CH2:7][CH2:8][CH2:9][CH2:10][CH2:11][CH2:12][N:13]([C:20]1[CH:25]=[C:24]([C:26]2[CH:31]=[CH:30][C:29](F)=[CH:28][CH:27]=2)[CH:23]=[CH:22][N:21]=1)[C:14]1[CH:19]=[CH:18][CH:17]=[CH:16][N:15]=1)C.C[N:35](C=O)C. (3) Reactant: Br[CH2:2][C:3]([C:5]1[CH:10]=[CH:9][CH:8]=[C:7]([Cl:11])[CH:6]=1)=O.[NH2:12][C:13]([NH2:15])=[S:14]. Product: [Cl:11][C:7]1[CH:6]=[C:5]([C:3]2[N:12]=[C:13]([NH2:15])[S:14][CH:2]=2)[CH:10]=[CH:9][CH:8]=1. The catalyst class is: 14. (4) Reactant: [NH2:1][C:2]1[N:6]([C:7]2[CH:8]=[N:9][N:10]([CH2:12][CH2:13][OH:14])[CH:11]=2)[N:5]=[C:4]([CH:15]([CH3:17])[CH3:16])[CH:3]=1.[OH-].[Na+].Cl[C:21]([O:23][CH2:24][C:25]([Cl:28])([Cl:27])[Cl:26])=[O:22]. Product: [Cl:26][C:25]([Cl:28])([Cl:27])[CH2:24][O:23][C:21](=[O:22])[NH:1][C:2]1[N:6]([C:7]2[CH:8]=[N:9][N:10]([CH2:12][CH2:13][OH:14])[CH:11]=2)[N:5]=[C:4]([CH:15]([CH3:17])[CH3:16])[CH:3]=1. The catalyst class is: 25. (5) Reactant: C(N(CC)CC)C.[CH3:8][CH:9]([S:11](Cl)(=[O:13])=[O:12])[CH3:10].[O:15]1[C:19]2([CH2:24][CH2:23][O:22][CH2:21][CH:20]2[NH2:25])[O:18][CH2:17][CH2:16]1. The catalyst class is: 143. Product: [O:15]1[C:19]2([CH2:24][CH2:23][O:22][CH2:21][CH:20]2[NH:25][S:11]([CH:9]([CH3:10])[CH3:8])(=[O:13])=[O:12])[O:18][CH2:17][CH2:16]1. (6) Reactant: [F:1][C:2]1[CH:3]=[N:4][C:5]2[C:10]([C:11]=1[N:12]1[CH2:17][CH2:16][N:15]([CH2:18][CH2:19][NH:20]C(=O)OC(C)(C)C)[CH2:14][CH2:13]1)=[N:9][C:8]([O:28][CH3:29])=[CH:7][CH:6]=2.Cl.O1CCOCC1. Product: [F:1][C:2]1[CH:3]=[N:4][C:5]2[C:10]([C:11]=1[N:12]1[CH2:17][CH2:16][N:15]([CH2:18][CH2:19][NH2:20])[CH2:14][CH2:13]1)=[N:9][C:8]([O:28][CH3:29])=[CH:7][CH:6]=2. The catalyst class is: 5. (7) Reactant: [CH3:1][NH:2][CH3:3].[O:4]1[CH2:9][CH2:8][O:7][CH2:6][C:5]1=[O:10]. Product: [CH3:1][N:2]([CH3:3])[C:5](=[O:10])[CH2:6][O:7][CH2:8][CH2:9][OH:4]. The catalyst class is: 12. (8) Reactant: [F:1][C:2]1[CH:7]=[CH:6][C:5]([CH3:8])=[CH:4][C:3]=1[O:9][CH3:10].[Br:11]N1C(=O)CCC1=O.C(OOC(=O)C1C=CC=CC=1)(=O)C1C=CC=CC=1. Product: [Br:11][CH2:8][C:5]1[CH:6]=[CH:7][C:2]([F:1])=[C:3]([O:9][CH3:10])[CH:4]=1. The catalyst class is: 53.